This data is from Catalyst prediction with 721,799 reactions and 888 catalyst types from USPTO. The task is: Predict which catalyst facilitates the given reaction. (1) Reactant: N#N.[NH:3]1[C:7]2[CH:8]=[CH:9][CH:10]=[CH:11][C:6]=2[N:5]=[C:4]1[C@H:12]([NH2:22])[CH2:13][C:14]1[CH:19]=[CH:18][C:17]([CH2:20][F:21])=[CH:16][CH:15]=1.[C:23](N1C=CN=C1)(N1C=CN=C1)=[O:24].O. Product: [F:21][CH2:20][C:17]1[CH:18]=[CH:19][C:14]([CH2:13][C@@H:12]2[C:4]3=[N:5][C:6]4[CH:11]=[CH:10][CH:9]=[CH:8][C:7]=4[N:3]3[C:23](=[O:24])[NH:22]2)=[CH:15][CH:16]=1. The catalyst class is: 721. (2) The catalyst class is: 6. Product: [CH2:7]([N:8]1[CH2:9][CH:15]2[CH2:16][CH2:11][CH:12]1[CH:13]=[CH:14]2)[C:1]1[CH:6]=[CH:5][CH:4]=[CH:3][CH:2]=1. Reactant: [C:1]1([CH2:7][NH2:8])[CH:6]=[CH:5][CH:4]=[CH:3][CH:2]=1.[CH2:9]=O.[CH:11]1[CH2:16][CH2:15][CH:14]=[CH:13][CH:12]=1. (3) The catalyst class is: 12. Product: [Cl:8][C:6]1[N:7]=[C:2]([NH:16][C:17]2[CH:18]=[N:19][N:20]([CH2:22][CH2:23][OH:24])[CH:21]=2)[C:3]([C:13]([NH2:15])=[O:14])=[N:4][C:5]=1[C:9]([OH:12])([CH3:11])[CH3:10]. Reactant: Cl[C:2]1[C:3]([C:13]([NH2:15])=[O:14])=[N:4][C:5]([C:9]([OH:12])([CH3:11])[CH3:10])=[C:6]([Cl:8])[N:7]=1.[NH2:16][C:17]1[CH:18]=[N:19][N:20]([CH2:22][CH2:23][OH:24])[CH:21]=1.C(N(C(C)C)CC)(C)C.C(=O)([O-])O.[Na+]. (4) Reactant: B(Br)(Br)Br.ClCCl.[CH:8]1([CH2:11][N:12]([CH2:34][CH:35]2[CH2:37][CH2:36]2)[C:13]2[C:14]([S:32][CH3:33])=[N:15][N:16]3[C:21]([C:22]4[C:27]([CH3:28])=[CH:26][C:25]([CH3:29])=[CH:24][C:23]=4[O:30]C)=[CH:20][CH:19]=[CH:18][C:17]=23)[CH2:10][CH2:9]1.C(OCC)(=O)C. The catalyst class is: 4. Product: [CH:8]1([CH2:11][N:12]([CH2:34][CH:35]2[CH2:37][CH2:36]2)[C:13]2[C:14]([S:32][CH3:33])=[N:15][N:16]3[C:21]([C:22]4[C:27]([CH3:28])=[CH:26][C:25]([CH3:29])=[CH:24][C:23]=4[OH:30])=[CH:20][CH:19]=[CH:18][C:17]=23)[CH2:9][CH2:10]1.